This data is from Catalyst prediction with 721,799 reactions and 888 catalyst types from USPTO. The task is: Predict which catalyst facilitates the given reaction. (1) Reactant: FC(F)(F)S(O[C@@H:7]1[C:11]([CH3:13])([CH3:12])[CH2:10][O:9][C:8]1=[O:14])(=O)=O.[N-:17]=[N+:18]=[N-:19].C([N+](CCCC)(CCCC)CCCC)CCC. Product: [N:17]([C@H:7]1[C:11]([CH3:13])([CH3:12])[CH2:10][O:9][C:8]1=[O:14])=[N+:18]=[N-:19]. The catalyst class is: 91. (2) Reactant: Br[C:2]1[CH:7]=[CH:6][C:5]([F:8])=[CH:4][CH:3]=1.C([Li])CCC.CON(C)[C:17]([CH:19]1[CH2:22][N:21]([C:23]([O:25][C:26]([CH3:29])([CH3:28])[CH3:27])=[O:24])[CH2:20]1)=[O:18]. Product: [F:8][C:5]1[CH:6]=[CH:7][C:2]([C:17]([CH:19]2[CH2:22][N:21]([C:23]([O:25][C:26]([CH3:29])([CH3:28])[CH3:27])=[O:24])[CH2:20]2)=[O:18])=[CH:3][CH:4]=1. The catalyst class is: 7. (3) Reactant: C([SiH2]CCOC[N:10]1[C:18]2[C:13](=[CH:14][CH:15]=[C:16]([C:19]3[CH:33]=[CH:32][C:22]([CH2:23][NH:24]C(=O)OC(C)(C)C)=[CH:21][CH:20]=3)[CH:17]=2)[C:12]([C:34]2[CH:35]=[N:36][N:37]([CH3:39])[CH:38]=2)=[N:11]1)(C)(C)C.FC(F)(F)C(O)=O. Product: [CH3:39][N:37]1[CH:38]=[C:34]([C:12]2[C:13]3[C:18](=[CH:17][C:16]([C:19]4[CH:33]=[CH:32][C:22]([CH2:23][NH2:24])=[CH:21][CH:20]=4)=[CH:15][CH:14]=3)[NH:10][N:11]=2)[CH:35]=[N:36]1. The catalyst class is: 2. (4) Reactant: Br[C:2]1[CH:7]=[CH:6][C:5]([CH2:8][CH:9]([NH:11][C:12](=[O:14])[CH3:13])[CH3:10])=[CH:4][CH:3]=1.CNCCNC.[Na+].[I-:22]. Product: [I:22][C:2]1[CH:7]=[CH:6][C:5]([CH2:8][CH:9]([NH:11][C:12](=[O:14])[CH3:13])[CH3:10])=[CH:4][CH:3]=1. The catalyst class is: 185.